This data is from Reaction yield outcomes from USPTO patents with 853,638 reactions. The task is: Predict the reaction yield, written as a fraction of the theoretical maximum amount of product (1.0 means a 100% yield; for example, 0.34 means a 34% yield). (1) The reactants are [CH3:1][C@H:2]1[N:7]([CH3:8])[C@@H:6]([CH3:9])[CH2:5][N:4]([C:10]2[CH:20]=[CH:19][C:13]([C:14]([O:16]CC)=O)=[CH:12][CH:11]=2)[CH2:3]1.[CH3:21][O:22][C:23]1[CH:24]=[C:25]([CH2:31][O:32][C:33]2[CH:34]=[C:35]([NH2:38])[NH:36][N:37]=2)[CH:26]=[C:27]([O:29][CH3:30])[CH:28]=1.C[Al](C)C.C1(C)C=CC=CC=1. No catalyst specified. The product is [CH3:30][O:29][C:27]1[CH:26]=[C:25]([CH2:31][O:32][C:33]2[CH:34]=[C:35]([NH:38][C:14](=[O:16])[C:13]3[CH:12]=[CH:11][C:10]([N:4]4[CH2:5][C@H:6]([CH3:9])[N:7]([CH3:8])[C@H:2]([CH3:1])[CH2:3]4)=[CH:20][CH:19]=3)[NH:36][N:37]=2)[CH:24]=[C:23]([O:22][CH3:21])[CH:28]=1. The yield is 0.0563. (2) The reactants are [N:1]1([C:10]2([CH2:15][C:16]([OH:18])=O)[CH2:14][CH2:13][CH2:12][CH2:11]2)[C:5]2=[N:6][CH:7]=[CH:8][CH:9]=[C:4]2[CH:3]=[CH:2]1.C([N:22](CC)C(C)C)(C)C.CN(C(ON1N=NC2C=CC=NC1=2)=[N+](C)C)C.F[P-](F)(F)(F)(F)F.C(OCC)(=O)C. The catalyst is CN(C)C=O.CCCCCC.O. The product is [N:1]1([C:10]2([CH2:15][C:16]([NH2:22])=[O:18])[CH2:14][CH2:13][CH2:12][CH2:11]2)[C:5]2=[N:6][CH:7]=[CH:8][CH:9]=[C:4]2[CH:3]=[CH:2]1. The yield is 0.630. (3) The reactants are [CH3:1][NH:2][C:3]1[C:8]([CH2:9][OH:10])=[CH:7][N:6]=[C:5]([S:11][CH3:12])[N:4]=1. The catalyst is C(Cl)Cl.[O-2].[O-2].[Mn+4]. The product is [CH3:1][NH:2][C:3]1[C:8]([CH:9]=[O:10])=[CH:7][N:6]=[C:5]([S:11][CH3:12])[N:4]=1. The yield is 0.910. (4) The reactants are [F:1][C:2]1[CH:10]=[C:9]2[C:5]([C:6]([CH:11]=[O:12])=[N:7][NH:8]2)=[CH:4][CH:3]=1.C(N(CC)CC)C.[CH3:20][O:21][C:22]1[CH:27]=[CH:26][C:25]([S:28](Cl)(=[O:30])=[O:29])=[CH:24][C:23]=1[N:32]1[CH2:37][CH2:36][N:35]([C:38](=[O:43])[C:39]([F:42])([F:41])[F:40])[CH2:34][CH2:33]1. The catalyst is ClCCl. The product is [F:1][C:2]1[CH:10]=[C:9]2[C:5]([C:6]([CH:11]=[O:12])=[N:7][N:8]2[S:28]([C:25]2[CH:26]=[CH:27][C:22]([O:21][CH3:20])=[C:23]([N:32]3[CH2:37][CH2:36][N:35]([C:38](=[O:43])[C:39]([F:42])([F:40])[F:41])[CH2:34][CH2:33]3)[CH:24]=2)(=[O:30])=[O:29])=[CH:4][CH:3]=1. The yield is 0.705. (5) The reactants are [NH:1]1[CH2:6][CH2:5][CH2:4][CH2:3][CH:2]1[CH2:7][CH2:8][O:9][C:10]1[CH:11]=[C:12]([C:16]2[C:24]3[C:19](=[CH:20][CH:21]=[C:22]([C:25]([NH2:27])=[O:26])[CH:23]=3)[N:18](C3CCCCO3)[N:17]=2)[CH:13]=[CH:14][CH:15]=1. The catalyst is Cl.O1CCOCC1. The product is [NH:1]1[CH2:6][CH2:5][CH2:4][CH2:3][CH:2]1[CH2:7][CH2:8][O:9][C:10]1[CH:11]=[C:12]([C:16]2[C:24]3[C:19](=[CH:20][CH:21]=[C:22]([C:25]([NH2:27])=[O:26])[CH:23]=3)[NH:18][N:17]=2)[CH:13]=[CH:14][CH:15]=1. The yield is 0.130. (6) The reactants are [N:1]1[CH:6]=[C:5]([NH2:7])[CH:4]=[C:3]2[CH2:8][O:9][CH2:10][CH2:11][C:2]=12.[F:12][C:13]([F:31])([F:30])[C:14]([C:17]1[CH:26]=[CH:25][C:24]2[CH2:23][C@@H:22]([C:27](O)=[O:28])[CH2:21][CH2:20][C:19]=2[N:18]=1)([CH3:16])[CH3:15].F[P-](F)(F)(F)(F)F.C[N+](C)=C(N(C)C)ON1C2N=CC=CC=2N=N1.C(N(CC)C(C)C)(C)C. The catalyst is CN(C=O)C. The product is [N:1]1[CH:6]=[C:5]([NH:7][C:27]([CH:22]2[CH2:21][CH2:20][C:19]3[N:18]=[C:17]([C:14]([CH3:16])([CH3:15])[C:13]([F:31])([F:30])[F:12])[CH:26]=[CH:25][C:24]=3[CH2:23]2)=[O:28])[CH:4]=[C:3]2[CH2:8][O:9][CH2:10][CH2:11][C:2]=12. The yield is 0.740. (7) The reactants are [NH2:1][C:2]1[CH:3]=[C:4]([N:9]2[CH2:14][CH2:13][N:12]([C:15]([C:17]3[CH:22]=[CH:21][CH:20]=[CH:19][C:18]=3[C:23]([F:26])([F:25])[F:24])=[O:16])[CH2:11][CH2:10]2)[CH:5]=[CH:6][C:7]=1[NH2:8].[C:27](O)(=O)[CH2:28][CH2:29][CH3:30]. The catalyst is O=P(Cl)(Cl)Cl. The product is [CH2:28]([C:27]1[NH:8][C:7]2[CH:6]=[CH:5][C:4]([N:9]3[CH2:10][CH2:11][N:12]([C:15]([C:17]4[CH:22]=[CH:21][CH:20]=[CH:19][C:18]=4[C:23]([F:26])([F:25])[F:24])=[O:16])[CH2:13][CH2:14]3)=[CH:3][C:2]=2[N:1]=1)[CH2:29][CH3:30]. The yield is 0.520.